This data is from Full USPTO retrosynthesis dataset with 1.9M reactions from patents (1976-2016). The task is: Predict the reactants needed to synthesize the given product. (1) Given the product [C:13]([O:12][C:11](=[O:17])[NH:10][C:4]1[CH:5]=[C:6]([C:8]#[N:9])[CH:7]=[C:2]([N:29]2[CH2:30][CH2:31][C@@H:32]([N:33]3[CH2:38][CH2:37][O:36][CH2:35][CH2:34]3)[C@H:27]([O:26][Si:19]([C:22]([CH3:25])([CH3:24])[CH3:23])([CH3:20])[CH3:21])[CH2:28]2)[C:3]=1[Cl:18])([CH3:16])([CH3:15])[CH3:14], predict the reactants needed to synthesize it. The reactants are: Br[C:2]1[C:3]([Cl:18])=[C:4]([NH:10][C:11](=[O:17])[O:12][C:13]([CH3:16])([CH3:15])[CH3:14])[CH:5]=[C:6]([C:8]#[N:9])[CH:7]=1.[Si:19]([O:26][C@H:27]1[C@H:32]([N:33]2[CH2:38][CH2:37][O:36][CH2:35][CH2:34]2)[CH2:31][CH2:30][NH:29][CH2:28]1)([C:22]([CH3:25])([CH3:24])[CH3:23])([CH3:21])[CH3:20].C1(P(C2C=CC=CC=2)C2C=CC3C(=CC=CC=3)C=2C2C3C(=CC=CC=3)C=CC=2P(C2C=CC=CC=2)C2C=CC=CC=2)C=CC=CC=1.C(=O)([O-])[O-].[Cs+].[Cs+]. (2) The reactants are: [Cl:1][CH2:2][CH2:3][CH2:4][CH2:5][O:6][C:7]1[C:8]([O:20][CH3:21])=[CH:9][C:10]([C:18]#[N:19])=[C:11]([N:13]=[CH:14][N:15](C)C)[CH:12]=1.C(O)(=O)C.N[C:27]1[CH:31]=[C:30]([CH2:32][C:33]([OH:35])=[O:34])[NH:29][N:28]=1. Given the product [Cl:1][CH2:2][CH2:3][CH2:4][CH2:5][O:6][C:7]1[CH:12]=[C:11]2[C:10]([C:18]([NH:19][C:27]3[CH:31]=[C:30]([CH2:32][C:33]([OH:35])=[O:34])[NH:29][N:28]=3)=[N:15][CH:14]=[N:13]2)=[CH:9][C:8]=1[O:20][CH3:21], predict the reactants needed to synthesize it. (3) Given the product [Cl:1][C:2]1[C:11]2[C:6](=[CH:7][CH:8]=[C:9]([O:12][CH3:13])[CH:10]=2)[N:5]=[CH:4][C:3]=1[C:14]([OH:16])=[O:15], predict the reactants needed to synthesize it. The reactants are: [Cl:1][C:2]1[C:11]2[C:6](=[CH:7][CH:8]=[C:9]([O:12][CH3:13])[CH:10]=2)[N:5]=[CH:4][C:3]=1[C:14]([O:16]CC)=[O:15].[OH-].[Na+].Cl. (4) Given the product [F:1][C:2]1[CH:3]=[C:4]([C:8]2[C:16]3[O:15][CH:14]([CH2:17][NH2:18])[CH2:13][C:12]=3[CH:11]=[CH:10][CH:9]=2)[CH:5]=[CH:6][CH:7]=1, predict the reactants needed to synthesize it. The reactants are: [F:1][C:2]1[CH:3]=[C:4]([C:8]2[C:16]3[O:15][CH:14]([CH2:17][NH:18]C(=O)OCC4C=CC=CC=4)[CH2:13][C:12]=3[CH:11]=[CH:10][CH:9]=2)[CH:5]=[CH:6][CH:7]=1. (5) The reactants are: [CH:1]1([C:4]2[N:9]=[C:8]([CH:10]=O)[CH:7]=[CH:6][N:5]=2)[CH2:3][CH2:2]1.Cl.NO.C([N:17](CC)CC)C.CCCP(=O)=O. Given the product [CH:1]1([C:4]2[N:9]=[C:8]([C:10]#[N:17])[CH:7]=[CH:6][N:5]=2)[CH2:3][CH2:2]1, predict the reactants needed to synthesize it. (6) Given the product [CH3:1][O:2][C:3](=[O:14])[C:4]1[CH:9]=[CH:8][CH:7]=[C:6]([NH2:10])[C:5]=1[Br:13], predict the reactants needed to synthesize it. The reactants are: [CH3:1][O:2][C:3](=[O:14])[C:4]1[CH:9]=[CH:8][CH:7]=[C:6]([N+:10]([O-])=O)[C:5]=1[Br:13].Cl[Sn]Cl.O.[OH-].[Na+].